From a dataset of Full USPTO retrosynthesis dataset with 1.9M reactions from patents (1976-2016). Predict the reactants needed to synthesize the given product. Given the product [C:5]([C:4]1[CH:7]=[CH:8][C:9]([N:10]2[C:22]3[C:21]4[CH:20]=[C:19]([O:23][S:35]([C:38]([F:41])([F:40])[F:39])(=[O:37])=[O:36])[C:18]([O:24][CH3:25])=[CH:17][C:16]=4[N:15]=[CH:14][C:13]=3[N:12]([CH3:26])[C:11]2=[O:27])=[C:2]([F:1])[CH:3]=1)#[N:6], predict the reactants needed to synthesize it. The reactants are: [F:1][C:2]1[CH:3]=[C:4]([CH:7]=[CH:8][C:9]=1[N:10]1[C:22]2[C:21]3[CH:20]=[C:19]([OH:23])[C:18]([O:24][CH3:25])=[CH:17][C:16]=3[N:15]=[CH:14][C:13]=2[N:12]([CH3:26])[C:11]1=[O:27])[C:5]#[N:6].C1C=CC(N([S:35]([C:38]([F:41])([F:40])[F:39])(=[O:37])=[O:36])[S:35]([C:38]([F:41])([F:40])[F:39])(=[O:37])=[O:36])=CC=1.CCN(C(C)C)C(C)C.O.